Dataset: Reaction yield outcomes from USPTO patents with 853,638 reactions. Task: Predict the reaction yield, written as a fraction of the theoretical maximum amount of product (1.0 means a 100% yield; for example, 0.34 means a 34% yield). (1) The reactants are C([N-]C(C)C)(C)C.[Li+].[Br:9][CH2:10][Br:11].[C:12]([O:16][C:17]([NH:19][C@H:20]([C:28](O)=[O:29])[CH2:21][C:22]1[CH:27]=[CH:26][CH:25]=[CH:24][CH:23]=1)=[O:18])([CH3:15])([CH3:14])[CH3:13].Cl. The yield is 0.460. The catalyst is CCCCCCC.O1CCCC1.C(C1C=CC=CC=1)C. The product is [Br:9][CH:10]([Br:11])[C:28](=[O:29])[C@@H:20]([NH:19][C:17]([O:16][C:12]([CH3:14])([CH3:13])[CH3:15])=[O:18])[CH2:21][C:22]1[CH:27]=[CH:26][CH:25]=[CH:24][CH:23]=1. (2) The reactants are [O:1]1[C:5]([C:6]2[S:7][CH:8]=[C:9]([C:11](OCC)=[O:12])[N:10]=2)=[CH:4][CH:3]=[N:2]1.CO.[BH4-].[Li+]. The catalyst is C1COCC1. The product is [O:1]1[C:5]([C:6]2[S:7][CH:8]=[C:9]([CH2:11][OH:12])[N:10]=2)=[CH:4][CH:3]=[N:2]1. The yield is 0.560. (3) The reactants are [C:1]([O:5][C:6]([N:8]1[CH2:13][CH2:12][CH:11]([C:14]([NH:16][C:17]2[CH:32]=[CH:31][C:30](I)=[CH:29][C:18]=2[C:19]([NH:21][C:22]2[CH:27]=[CH:26][C:25]([Cl:28])=[CH:24][N:23]=2)=[O:20])=[O:15])[CH2:10][CH2:9]1)=[O:7])([CH3:4])([CH3:3])[CH3:2].[C:34](#[N:37])[CH:35]=[CH2:36]. No catalyst specified. The product is [C:1]([O:5][C:6]([N:8]1[CH2:13][CH2:12][CH:11]([C:14]([NH:16][C:17]2[CH:32]=[CH:31][C:30](/[CH:36]=[CH:35]/[C:34]#[N:37])=[CH:29][C:18]=2[C:19]([NH:21][C:22]2[CH:27]=[CH:26][C:25]([Cl:28])=[CH:24][N:23]=2)=[O:20])=[O:15])[CH2:10][CH2:9]1)=[O:7])([CH3:4])([CH3:3])[CH3:2]. The yield is 0.480. (4) The product is [CH:16]1([NH:19][CH2:2][C:3]2([OH:1])[CH2:8][CH2:7][N:6]([C:9]([O:11][C:12]([CH3:15])([CH3:14])[CH3:13])=[O:10])[CH2:5][CH2:4]2)[CH2:18][CH2:17]1. The yield is 0.940. The reactants are [O:1]1[C:3]2([CH2:8][CH2:7][N:6]([C:9]([O:11][C:12]([CH3:15])([CH3:14])[CH3:13])=[O:10])[CH2:5][CH2:4]2)[CH2:2]1.[CH:16]1([NH2:19])[CH2:18][CH2:17]1. The catalyst is C(O)C. (5) The reactants are [CH:1]12[N:7]([CH2:8][CH2:9][O:10][C:11]3[CH:16]=[CH:15][C:14]([NH2:17])=[CH:13][C:12]=3[C:18]3[N:19]([CH3:24])[N:20]=[CH:21][C:22]=3[Br:23])[CH:4]([CH2:5][CH2:6]1)[CH2:3][CH2:2]2.C1C([N+]([O-])=O)=CC=C([Cl-][C:35]([O-])=[O:36])C=1.[F:38][C:39]1[CH:46]=[C:45]([F:47])[CH:44]=[CH:43][C:40]=1[CH2:41][NH2:42].C(N(CC)C(C)C)(C)C. The catalyst is ClCCCl. The product is [CH:4]12[N:7]([CH2:8][CH2:9][O:10][C:11]3[CH:16]=[CH:15][C:14]([NH:17][C:35]([NH:42][CH2:41][C:40]4[CH:43]=[CH:44][C:45]([F:47])=[CH:46][C:39]=4[F:38])=[O:36])=[CH:13][C:12]=3[C:18]3[N:19]([CH3:24])[N:20]=[CH:21][C:22]=3[Br:23])[CH:1]([CH2:2][CH2:3]1)[CH2:6][CH2:5]2. The yield is 0.870. (6) The reactants are [F:1][C:2]1[CH:3]=[C:4]([N:9]2[C:13]([CH3:15])([CH3:14])[C:12](=[O:16])[N:11]([C:17]3[CH:24]=[CH:23][C:20]([C:21]#[N:22])=[C:19]([C:25]([F:28])([F:27])[F:26])[CH:18]=3)[C:10]2=[S:29])[CH:5]=[CH:6][C:7]=1[OH:8].[C:30]([O:34][CH3:35])(=[O:33])[CH2:31]O.C1(P(C2C=CC=CC=2)C2C=CC=CC=2)C=CC=CC=1.N(C(OC(C)C)=O)=NC(OC(C)C)=O. The catalyst is ClCCl. The product is [C:21]([C:20]1[CH:23]=[CH:24][C:17]([N:11]2[C:12](=[O:16])[C:13]([CH3:14])([CH3:15])[N:9]([C:4]3[CH:5]=[CH:6][C:7]([O:8][CH2:31][C:30]([O:34][CH3:35])=[O:33])=[C:2]([F:1])[CH:3]=3)[C:10]2=[S:29])=[CH:18][C:19]=1[C:25]([F:26])([F:27])[F:28])#[N:22]. The yield is 0.897. (7) The reactants are [F:1][C:2]1[CH:3]=[CH:4][C:5]([O:10][C:11]2[CH:12]=[C:13]3[C:17](=[CH:18][CH:19]=2)[NH:16][N:15]=[CH:14]3)=[C:6]([CH:9]=1)[C:7]#[N:8].Br[CH2:21][CH:22]([O:25][CH3:26])[O:23][CH3:24].[H-].[Na+]. The catalyst is CN(C=O)C.[I-].C([N+](CCCC)(CCCC)CCCC)CCC.O. The product is [CH3:24][O:23][CH:22]([O:25][CH3:26])[CH2:21][N:16]1[C:17]2[C:13](=[CH:12][C:11]([O:10][C:5]3[CH:4]=[CH:3][C:2]([F:1])=[CH:9][C:6]=3[C:7]#[N:8])=[CH:19][CH:18]=2)[CH:14]=[N:15]1. The yield is 0.490.